Dataset: Forward reaction prediction with 1.9M reactions from USPTO patents (1976-2016). Task: Predict the product of the given reaction. (1) Given the reactants [CH3:1][CH2:2][C@H:3]1[O:18][C:16](=[O:17])[C@H:15]([CH3:19])[C@@H:14]([O:20][C@@H:21]2[O:26][C@@H:25]([CH3:27])[C@H:24]([OH:28])[C@@:23]([O:30][CH3:31])([CH3:29])[CH2:22]2)[C@H:13]([CH3:32])[C@@H:12]([O:33][C@@H:34]2[O:39][C@H:38]([CH3:40])[CH2:37][C@H:36]([N:41](C)[CH3:42])[C@H:35]2[OH:44])[C@@:11]([OH:46])([CH3:45])[CH2:10][C@@H:9]([CH3:47])[CH2:8][N:7]([CH3:48])[C@H:6]([CH3:49])[C@@H:5]([OH:50])[C@@:4]1([OH:52])[CH3:51].C([O-])(=O)C.[Na+].II.[OH-].[Na+].C(Cl)Cl.CO.[NH4+].[OH-].[NH4+].[OH-], predict the reaction product. The product is: [CH3:1][CH2:2][C@H:3]1[O:18][C:16](=[O:17])[C@H:15]([CH3:19])[C@@H:14]([O:20][C@@H:21]2[O:26][C@@H:25]([CH3:27])[C@H:24]([OH:28])[C@@:23]([O:30][CH3:31])([CH3:29])[CH2:22]2)[C@H:13]([CH3:32])[C@@H:12]([O:33][C@@H:34]2[O:39][C@H:38]([CH3:40])[CH2:37][C@H:36]([NH:41][CH3:42])[C@H:35]2[OH:44])[C@@:11]([OH:46])([CH3:45])[CH2:10][C@@H:9]([CH3:47])[CH2:8][N:7]([CH3:48])[C@H:6]([CH3:49])[C@@H:5]([OH:50])[C@@:4]1([OH:52])[CH3:51]. (2) The product is: [CH3:9][O:10][C:11](=[O:20])[C:12]1[CH:17]=[C:4]([CH:3]=[O:8])[CH:5]=[CH:6][C:13]=1[F:19]. Given the reactants BrN1[C:6](=O)[CH2:5][CH2:4][C:3]1=[O:8].[CH3:9][O:10][C:11](=[O:20])[C:12]1[CH:17]=C(C)C=C[C:13]=1[F:19], predict the reaction product. (3) Given the reactants [NH:1]1[C:9]2[C:4](=[CH:5][CH:6]=[CH:7][CH:8]=2)[C:3](/[CH:10]=[CH:11]/[C:12]2[CH:17]=[CH:16][CH:15]=[CH:14][C:13]=2[NH:18][C:19]([C:21]2[N:29]=[CH:28][CH:27]=[CH:26][C:22]=2[C:23]([OH:25])=O)=[O:20])=[N:2]1.N1C2C(=CC=CC=2)C(/C=C/C2C=CC=CC=2NC(C2C(C(O)=O)=NC=CC=2)=O)=N1.O.ON1C2C=CC=CC=2N=N1.C(Cl)CCl, predict the reaction product. The product is: [NH:1]1[C:9]2[C:4](=[CH:5][CH:6]=[CH:7][CH:8]=2)[C:3](/[CH:10]=[CH:11]/[C:12]2[CH:17]=[CH:16][CH:15]=[CH:14][C:13]=2[N:18]2[C:23](=[O:25])[C:22]3[C:21](=[N:29][CH:28]=[CH:27][CH:26]=3)[C:19]2=[O:20])=[N:2]1. (4) The product is: [CH2:15]([N:22]([C:34]([O:36][C:37]([CH3:40])([CH3:39])[CH3:38])=[O:35])[CH2:23][CH2:24][C:25]1[CH:30]=[CH:29][C:28]([C:2]2[CH:11]=[CH:10][C:5]([C:6]([O:8][CH3:9])=[O:7])=[C:4]([N+:12]([O-:14])=[O:13])[CH:3]=2)=[CH:27][CH:26]=1)[C:16]1[CH:17]=[CH:18][CH:19]=[CH:20][CH:21]=1. Given the reactants Cl[C:2]1[CH:11]=[CH:10][C:5]([C:6]([O:8][CH3:9])=[O:7])=[C:4]([N+:12]([O-:14])=[O:13])[CH:3]=1.[CH2:15]([N:22]([C:34]([O:36][C:37]([CH3:40])([CH3:39])[CH3:38])=[O:35])[CH2:23][CH2:24][C:25]1[CH:30]=[CH:29][C:28](B(O)O)=[CH:27][CH:26]=1)[C:16]1[CH:21]=[CH:20][CH:19]=[CH:18][CH:17]=1.C(=O)([O-])[O-].[Cs+].[Cs+].[F-].[K+].C(P(C(C)(C)C)C(C)(C)C)(C)(C)C, predict the reaction product.